This data is from KCNQ2 potassium channel screen with 302,405 compounds. The task is: Binary Classification. Given a drug SMILES string, predict its activity (active/inactive) in a high-throughput screening assay against a specified biological target. (1) The molecule is Clc1cc(COC(=O)C2CN(NC(=O)c3c(cccc3)C)C(=O)C2)ccc1Cl. The result is 1 (active). (2) The molecule is Fc1c(N2CCN(CC2)CCCNC(=O)c2cc3nc(c(nc3cc2)CC)CC)cccc1. The result is 0 (inactive). (3) The molecule is s1c(c2c(n(c3c(c2=O)cccc3)CC)NC(=O)c2c(F)cccc2)ccc1. The result is 0 (inactive). (4) The molecule is S1C(CN=C1NC1CCCCC1)(C)C. The result is 0 (inactive). (5) The molecule is S=c1n(Cc2ccccc2)c(n[nH]1)c1ccc(cc1)C. The result is 0 (inactive). (6) The drug is o1nc2c(c1c1ccccc1)cc(cc2)C=O. The result is 0 (inactive). (7) The molecule is O=C(NC(C)(C)C)NC(=O)COC(=O)c1c(C(=O)c2ccc(cc2)C)cccc1. The result is 0 (inactive). (8) The molecule is Clc1c2c(sc1c1oc(nn1)c1sccc1)cc(F)cc2. The result is 0 (inactive). (9) The drug is Brc1cc(N2C(=O)C3(N(C(C4C3C(=O)N(C4=O)Cc3ccccc3)c3cc(ccc3)C)C2=O)Cc2ccc(Cl)cc2)ccc1. The result is 0 (inactive).